Dataset: Full USPTO retrosynthesis dataset with 1.9M reactions from patents (1976-2016). Task: Predict the reactants needed to synthesize the given product. (1) Given the product [CH2:1]([N:3]1[C:11]2[C:6](=[CH:7][CH:8]=[CH:9][CH:10]=2)[C:5](=[C:4]2[CH2:5][CH2:6][CH2:11][N:3]2[CH3:1])[C:4]1=[O:12])[CH3:2], predict the reactants needed to synthesize it. The reactants are: [CH2:1]([N:3]1[C:11]2[C:6](=[CH:7][CH:8]=[CH:9][CH:10]=2)[CH2:5][C:4]1=[O:12])[CH3:2]. (2) The reactants are: CC(C1C=C(C(C)C)C(C2C=CC=CC=2P(C2CCCCC2)C2CCCCC2)=C(C(C)C)C=1)C.N#N.Cl[C:38]1[N:46]=[C:45]2[C:41]([N:42]([CH2:54][C:55]3[CH:60]=[CH:59][C:58]([C:61]([F:64])([F:63])[F:62])=[CH:57][CH:56]=3)[C:43]([C:47]3[CH:52]=[CH:51][CH:50]=[C:49]([CH3:53])[CH:48]=3)=[N:44]2)=[C:40]([S:65][CH3:66])[N:39]=1.C[C:68]([N:70](C)C)=O. Given the product [CH3:66][S:65][C:40]1[N:39]=[C:38]([C:68]#[N:70])[N:46]=[C:45]2[C:41]=1[N:42]([CH2:54][C:55]1[CH:56]=[CH:57][C:58]([C:61]([F:63])([F:62])[F:64])=[CH:59][CH:60]=1)[C:43]([C:47]1[CH:52]=[CH:51][CH:50]=[C:49]([CH3:53])[CH:48]=1)=[N:44]2, predict the reactants needed to synthesize it. (3) Given the product [Cl:24][C:14]1[C:13]2[CH:20]=[C:9]([C:6]3[CH:7]=[CH:8][C:3]([C:2]([F:22])([F:21])[F:1])=[CH:4][CH:5]=3)[CH:10]=[CH:11][C:12]=2[O:18][CH2:17][CH2:16][N:15]=1, predict the reactants needed to synthesize it. The reactants are: [F:1][C:2]([F:22])([F:21])[C:3]1[CH:8]=[CH:7][C:6]([C:9]2[CH:10]=[CH:11][C:12]3[O:18][CH2:17][CH2:16][NH:15][C:14](=O)[C:13]=3[CH:20]=2)=[CH:5][CH:4]=1.P(Cl)(Cl)(Cl)(Cl)[Cl:24].